Dataset: Catalyst prediction with 721,799 reactions and 888 catalyst types from USPTO. Task: Predict which catalyst facilitates the given reaction. Reactant: Cl[C:2]1[C:7]2=[C:8]([CH:11]([CH3:13])[CH3:12])[CH:9]=[CH:10][N:6]2[N:5]=[CH:4][N:3]=1.[F:14][C:15]1[CH:20]=[C:19]([N+:21]([O-:23])=[O:22])[CH:18]=[CH:17][C:16]=1[OH:24].C1N2CCN(CC2)C1. Product: [F:14][C:15]1[CH:20]=[C:19]([N+:21]([O-:23])=[O:22])[CH:18]=[CH:17][C:16]=1[O:24][CH:2]1[C:7]2=[C:8]([CH:11]([CH3:13])[CH3:12])[CH:9]=[CH:10][N:6]2[N:5]=[CH:4][NH:3]1. The catalyst class is: 23.